From a dataset of Catalyst prediction with 721,799 reactions and 888 catalyst types from USPTO. Predict which catalyst facilitates the given reaction. (1) Reactant: [Br:1][C:2]1[CH:3]=[C:4]([NH2:8])[CH:5]=[N:6][CH:7]=1.N1C=CC=CC=1.[CH3:15][S:16](Cl)(=[O:18])=[O:17]. The catalyst class is: 34. Product: [Br:1][C:2]1[CH:3]=[C:4]([NH:8][S:16]([CH3:15])(=[O:18])=[O:17])[CH:5]=[N:6][CH:7]=1. (2) Reactant: [NH2:1][C:2]1[C:3]([C:8]([O:10][CH3:11])=[O:9])=[N:4][CH:5]=[CH:6][N:7]=1.[Br:12]Br. Product: [NH2:1][C:2]1[C:3]([C:8]([O:10][CH3:11])=[O:9])=[N:4][C:5]([Br:12])=[CH:6][N:7]=1. The catalyst class is: 86. (3) Reactant: [CH2:1]([N:8]1[C:12]2[CH:13]=[CH:14][C:15]([C:17]3[CH:18]([CH3:24])[CH2:19][C:20](=[O:23])[NH:21][N:22]=3)=[CH:16][C:11]=2[N:10]=[C:9]1[C:25]1[CH:30]=[C:29]([N+:31]([O-])=O)[C:28](=[O:34])[N:27]([CH3:35])[CH:26]=1)[C:2]1[CH:7]=[CH:6][CH:5]=[CH:4][CH:3]=1. Product: [NH2:31][C:29]1[C:28](=[O:34])[N:27]([CH3:35])[CH:26]=[C:25]([C:9]2[N:8]([CH2:1][C:2]3[CH:3]=[CH:4][CH:5]=[CH:6][CH:7]=3)[C:12]3[CH:13]=[CH:14][C:15]([C:17]4[CH:18]([CH3:24])[CH2:19][C:20](=[O:23])[NH:21][N:22]=4)=[CH:16][C:11]=3[N:10]=2)[CH:30]=1. The catalyst class is: 446. (4) Reactant: C([N:8]1[CH2:13][CH2:12][C:11]([C:21]#[N:22])([C:14]2[CH:19]=[CH:18][CH:17]=[CH:16][C:15]=2[CH3:20])[CH2:10][CH2:9]1)C1C=CC=CC=1.Cl[C:24]([O:26][CH2:27][CH3:28])=[O:25].C(=O)([O-])O.[K+].O. Product: [C:21]([C:11]1([C:14]2[CH:19]=[CH:18][CH:17]=[CH:16][C:15]=2[CH3:20])[CH2:12][CH2:13][N:8]([C:24]([O:26][CH2:27][CH3:28])=[O:25])[CH2:9][CH2:10]1)#[N:22]. The catalyst class is: 4. (5) Reactant: [OH-].[Na+].C[O:4][C:5](=[O:39])/[C:6](/[NH:18][C:19](=[O:38])[C:20]1[CH:25]=[CH:24][C:23]([C:26](=[O:36])[CH2:27][CH2:28][C:29]2[CH:34]=[CH:33][CH:32]=[C:31]([OH:35])[CH:30]=2)=[CH:22][C:21]=1[Cl:37])=[CH:7]/[C:8]1[CH:9]=[N:10][C:11]2[C:16]([CH:17]=1)=[CH:15][CH:14]=[CH:13][CH:12]=2. Product: [Cl:37][C:21]1[CH:22]=[C:23]([C:26](=[O:36])[CH2:27][CH2:28][C:29]2[CH:34]=[CH:33][CH:32]=[C:31]([OH:35])[CH:30]=2)[CH:24]=[CH:25][C:20]=1[C:19]([NH:18]/[C:6](=[CH:7]\[C:8]1[CH:9]=[N:10][C:11]2[C:16]([CH:17]=1)=[CH:15][CH:14]=[CH:13][CH:12]=2)/[C:5]([OH:39])=[O:4])=[O:38]. The catalyst class is: 111. (6) Reactant: [CH:1]([C:4]1[C:13]2[O:12][CH:11]([C:14]3[CH:19]=[CH:18][CH:17]=[CH:16][CH:15]=3)[CH2:10][NH:9][C:8]=2[CH:7]=[CH:6][CH:5]=1)([CH3:3])[CH3:2].N1C=CC=CC=1.[CH2:26]([O:28][C:29](=[O:35])/[CH:30]=[CH:31]/[C:32](Cl)=[O:33])[CH3:27].C(O)(=O)CC(CC(O)=O)(C(O)=O)O. Product: [CH2:26]([O:28][C:29](=[O:35])/[CH:30]=[CH:31]/[C:32]([N:9]1[C:8]2[CH:7]=[CH:6][CH:5]=[C:4]([CH:1]([CH3:3])[CH3:2])[C:13]=2[O:12][CH:11]([C:14]2[CH:19]=[CH:18][CH:17]=[CH:16][CH:15]=2)[CH2:10]1)=[O:33])[CH3:27]. The catalyst class is: 13. (7) Reactant: C(O)(C(F)(F)F)=O.[OH:8][CH2:9][CH2:10][C@H:11]([CH:13]1[CH2:18][CH2:17][N:16](C(OC(C)(C)C)=O)[CH2:15][CH2:14]1)[CH3:12]. Product: [NH:16]1[CH2:17][CH2:18][CH:13]([C@H:11]([CH3:12])[CH2:10][CH2:9][OH:8])[CH2:14][CH2:15]1. The catalyst class is: 2. (8) Reactant: [CH:1]1([CH2:6][OH:7])[CH2:5][CH2:4][CH2:3][CH2:2]1.[H-].[Na+].[CH3:10][C:11]([C:13]1[CH:18]=[CH:17][C:16](F)=[CH:15][CH:14]=1)=[O:12].CCCCCCC.C(OCC)(=O)C. Product: [CH2:4]1[CH2:5][CH:1]([CH2:6][O:7][CH2:10][C:11]([C:13]2[CH:18]=[CH:17][CH:16]=[CH:15][CH:14]=2)=[O:12])[CH2:2][CH2:3]1. The catalyst class is: 18.